From a dataset of Full USPTO retrosynthesis dataset with 1.9M reactions from patents (1976-2016). Predict the reactants needed to synthesize the given product. (1) Given the product [CH3:18][O:5][C:4](=[O:6])[C:3]1[CH:7]=[CH:8][CH:9]=[C:10]([NH:11][S:12]([CH2:15][CH2:16][CH3:17])(=[O:14])=[O:13])[C:2]=1[F:1], predict the reactants needed to synthesize it. The reactants are: [F:1][C:2]1[C:10]([NH:11][S:12]([CH2:15][CH2:16][CH3:17])(=[O:14])=[O:13])=[CH:9][CH:8]=[CH:7][C:3]=1[C:4]([OH:6])=[O:5].[C:18](Cl)(=O)C(Cl)=O.CO. (2) Given the product [Cl:1][C:2]1[CH:11]=[C:10]2[C:5]([CH2:6][CH2:7][N:8]([C:45]([O:47][C:48]([CH3:51])([CH3:50])[CH3:49])=[O:46])[C@H:9]2[C:12]2[CH:16]=[C:15]([C:17]([C:19]3[C:20]([NH:25][C@H:26]4[CH2:30][C@H:29]([O:31][Si:32]([CH:36]([CH3:37])[CH3:38])([CH:39]([CH3:40])[CH3:41])[CH:33]([CH3:35])[CH3:34])[C@@H:28]([CH2:42][O:43][S:60](=[O:62])(=[O:61])[NH2:63])[CH2:27]4)=[N:21][CH:22]=[N:23][CH:24]=3)=[O:18])[S:14][C:13]=2[CH3:44])=[CH:4][CH:3]=1, predict the reactants needed to synthesize it. The reactants are: [Cl:1][C:2]1[CH:11]=[C:10]2[C:5]([CH2:6][CH2:7][N:8]([C:45]([O:47][C:48]([CH3:51])([CH3:50])[CH3:49])=[O:46])[C@H:9]2[C:12]2[CH:16]=[C:15]([C:17]([C:19]3[C:20]([NH:25][C@H:26]4[CH2:30][C@H:29]([O:31][Si:32]([CH:39]([CH3:41])[CH3:40])([CH:36]([CH3:38])[CH3:37])[CH:33]([CH3:35])[CH3:34])[C@@H:28]([CH2:42][OH:43])[CH2:27]4)=[N:21][CH:22]=[N:23][CH:24]=3)=[O:18])[S:14][C:13]=2[CH3:44])=[CH:4][CH:3]=1.C(N(CC)CC)C.Cl[S:60]([NH2:63])(=[O:62])=[O:61].CO.C([O-])(O)=O.[Na+]. (3) The reactants are: [CH3:1][C@H:2]1[CH2:7][N:6]([C:8]2[CH:13]=[CH:12][C:11]([N+:14]([O-])=O)=[CH:10][CH:9]=2)[CH2:5][CH2:4][N:3]1[CH:17]1[CH2:20][O:19][CH2:18]1.C([O-])=O.[NH4+]. Given the product [CH3:1][C@@H:2]1[N:3]([CH:17]2[CH2:18][O:19][CH2:20]2)[CH2:4][CH2:5][N:6]([C:8]2[CH:13]=[CH:12][C:11]([NH2:14])=[CH:10][CH:9]=2)[CH2:7]1, predict the reactants needed to synthesize it. (4) Given the product [NH:9]1[CH2:14][CH2:13][CH:12]([C:15]2[N:16]=[CH:17][C:18]([C:21]([O:23][CH3:24])=[O:22])=[CH:19][N:20]=2)[CH2:11][CH2:10]1, predict the reactants needed to synthesize it. The reactants are: Cl.C(OC([N:9]1[CH2:14][CH2:13][CH:12]([C:15]2[N:20]=[CH:19][C:18]([C:21]([O:23][CH3:24])=[O:22])=[CH:17][N:16]=2)[CH2:11][CH2:10]1)=O)(C)(C)C. (5) Given the product [NH2:4][C@:5]1([C:22]([OH:23])=[O:56])[C@@H:9]([CH2:10][CH2:11][CH2:12][B:13]([OH:14])[OH:17])[CH2:8][N:7]([CH2:52][CH:47]2[CH2:48][CH2:49][CH2:50][CH2:51][NH:46]2)[CH2:6]1, predict the reactants needed to synthesize it. The reactants are: C([NH:4][C@:5]1([C:22](NC(C)(C)C)=[O:23])[C@@H:9]([CH2:10][CH2:11][CH2:12][B:13]2[O:17]C(C)(C)C(C)(C)[O:14]2)[CH2:8][NH:7][CH2:6]1)(=O)C.S([O-])([O-])(=O)=O.[Na+].[Na+].C([N:46]1[CH2:51][CH2:50][CH2:49][CH2:48][CH:47]1[CH:52]=O)(OCC1C=CC=CC=1)=O.C(O[BH-](OC(=O)C)OC(=O)C)(=[O:56])C.[Na+].C(=O)([O-])[O-].[Na+].[Na+]. (6) Given the product [Br:1][C:2]1[S:6][C:5]([C:7]2[NH:11][C:10]3[C:12]([OH:20])=[CH:13][CH:14]=[C:15]([C:16]([OH:18])=[O:17])[C:9]=3[N:8]=2)=[CH:4][CH:3]=1, predict the reactants needed to synthesize it. The reactants are: [Br:1][C:2]1[S:6][C:5]([C:7]2[NH:11][C:10]3[C:12]([O:20]C)=[CH:13][CH:14]=[C:15]([C:16]([O:18]C)=[O:17])[C:9]=3[N:8]=2)=[CH:4][CH:3]=1.B(Br)(Br)Br.